From a dataset of Reaction yield outcomes from USPTO patents with 853,638 reactions. Predict the reaction yield, written as a fraction of the theoretical maximum amount of product (1.0 means a 100% yield; for example, 0.34 means a 34% yield). (1) The reactants are [NH2:1][C:2]1[CH:10]=[C:9]([Br:11])[CH:8]=[CH:7][C:3]=1[C:4](O)=[O:5].[NH2:12][C:13](N)=[O:14]. The catalyst is O. The product is [Br:11][C:9]1[CH:10]=[C:2]2[C:3]([C:4](=[O:5])[NH:12][C:13](=[O:14])[NH:1]2)=[CH:7][CH:8]=1. The yield is 0.900. (2) The reactants are [F:1][C:2]1[N:7]=[C:6]([N+:8]([O-:10])=[O:9])[C:5]([NH:11][C:12]([CH:14]2[CH2:17][CH2:16][CH2:15]2)=[O:13])=[CH:4][CH:3]=1.Br[CH2:19][C:20]1[CH:39]=[CH:38][C:23]2/[C:24](=[C:34](/[CH3:37])\[C:35]#[N:36])/[C:25]3[CH:32]=[CH:31][C:30]([F:33])=[CH:29][C:26]=3[O:27][CH2:28][C:22]=2[CH:21]=1. No catalyst specified. The product is [C:35](/[C:34](=[C:24]1/[C:25]2[CH:32]=[CH:31][C:30]([F:33])=[CH:29][C:26]=2[O:27][CH2:28][C:22]2[CH:21]=[C:20]([CH2:19][N:11]([C:5]3[C:6]([N+:8]([O-:10])=[O:9])=[N:7][C:2]([F:1])=[CH:3][CH:4]=3)[C:12]([CH:14]3[CH2:15][CH2:16][CH2:17]3)=[O:13])[CH:39]=[CH:38][C:23]/1=2)/[CH3:37])#[N:36]. The yield is 0.500. (3) The yield is 0.870. The reactants are [H-].[Na+].[OH:3][C:4]1[CH:5]=[CH:6][C:7]([C:10]#[N:11])=[N:8][CH:9]=1.[CH3:12][O:13][CH2:14]Cl.[Cl-].[NH4+]. The product is [CH3:12][O:13][CH2:14][O:3][C:4]1[CH:5]=[CH:6][C:7]([C:10]#[N:11])=[N:8][CH:9]=1. The catalyst is C(OCC)(=O)C.O.CN(C)C=O. (4) The reactants are [Cl:1][C:2]1[C:10]2[C:5](=[CH:6][CH:7]=[C:8]([O:11][CH3:12])[CH:9]=2)[NH:4][C:3]=1[C:13]([OH:15])=[O:14].S(=O)(=O)(O)O.[CH3:21]O. No catalyst specified. The product is [CH3:21][O:14][C:13]([C:3]1[NH:4][C:5]2[C:10]([C:2]=1[Cl:1])=[CH:9][C:8]([O:11][CH3:12])=[CH:7][CH:6]=2)=[O:15]. The yield is 0.904.